This data is from Peptide-MHC class I binding affinity with 185,985 pairs from IEDB/IMGT. The task is: Regression. Given a peptide amino acid sequence and an MHC pseudo amino acid sequence, predict their binding affinity value. This is MHC class I binding data. (1) The peptide sequence is MSRKLHRYI. The MHC is HLA-A02:12 with pseudo-sequence HLA-A02:12. The binding affinity (normalized) is 0.0847. (2) The peptide sequence is GMQFDKVYL. The MHC is HLA-A02:01 with pseudo-sequence HLA-A02:01. The binding affinity (normalized) is 0.531. (3) The peptide sequence is DGAEALGPFQS. The MHC is H-2-Db with pseudo-sequence H-2-Db. The binding affinity (normalized) is 0. (4) The peptide sequence is AIRGQYSGFV. The MHC is HLA-A02:03 with pseudo-sequence HLA-A02:03. The binding affinity (normalized) is 0.582. (5) The peptide sequence is ITLWQRPIV. The MHC is HLA-A01:01 with pseudo-sequence HLA-A01:01. The binding affinity (normalized) is 0.